This data is from NCI-60 drug combinations with 297,098 pairs across 59 cell lines. The task is: Regression. Given two drug SMILES strings and cell line genomic features, predict the synergy score measuring deviation from expected non-interaction effect. Drug 1: C1CC(C1)(C(=O)O)C(=O)O.[NH2-].[NH2-].[Pt+2]. Drug 2: C1C(C(OC1N2C=NC(=NC2=O)N)CO)O. Cell line: NCIH23. Synergy scores: CSS=25.1, Synergy_ZIP=-4.65, Synergy_Bliss=1.23, Synergy_Loewe=-2.28, Synergy_HSA=0.277.